This data is from Forward reaction prediction with 1.9M reactions from USPTO patents (1976-2016). The task is: Predict the product of the given reaction. (1) Given the reactants [C:1]([O:5][C:6]([N:8]1[CH2:13][CH2:12][CH:11]([CH:14]([C:16]2[CH:21]=[CH:20][C:19]([Br:22])=[CH:18][CH:17]=2)[OH:15])[CH2:10][CH2:9]1)=[O:7])([CH3:4])([CH3:3])[CH3:2].[C:23]1(O)[CH:28]=[CH:27][CH:26]=[CH:25][CH:24]=1.C1C=CC(P(C2C=CC=CC=2)C2C=CC=CC=2)=CC=1.CC(OC(/N=N/C(OC(C)C)=O)=O)C, predict the reaction product. The product is: [C:1]([O:5][C:6]([N:8]1[CH2:9][CH2:10][CH:11]([CH:14]([C:16]2[CH:21]=[CH:20][C:19]([Br:22])=[CH:18][CH:17]=2)[O:15][C:23]2[CH:28]=[CH:27][CH:26]=[CH:25][CH:24]=2)[CH2:12][CH2:13]1)=[O:7])([CH3:4])([CH3:2])[CH3:3]. (2) Given the reactants [Li+].[OH-].[O:3]=[C:4]1[N:10]([CH:11]2[CH2:16][CH2:15][N:14]([C:17]([O:19][C@H:20]([CH2:41][C:42]3[CH:47]=[C:46]([Br:48])[C:45]([OH:49])=[C:44]([Br:50])[CH:43]=3)[C:21]([N:23]3[CH2:28][CH2:27][CH:26]([CH:29]4[CH2:34][CH2:33][N:32]([CH2:35][C:36]([O:38]CC)=[O:37])[CH2:31][CH2:30]4)[CH2:25][CH2:24]3)=[O:22])=[O:18])[CH2:13][CH2:12]2)[CH2:9][CH2:8][C:7]2[CH:51]=[CH:52][CH:53]=[CH:54][C:6]=2[NH:5]1.C(O)=O, predict the reaction product. The product is: [O:3]=[C:4]1[N:10]([CH:11]2[CH2:16][CH2:15][N:14]([C:17]([O:19][C@H:20]([CH2:41][C:42]3[CH:47]=[C:46]([Br:48])[C:45]([OH:49])=[C:44]([Br:50])[CH:43]=3)[C:21]([N:23]3[CH2:28][CH2:27][CH:26]([CH:29]4[CH2:30][CH2:31][N:32]([CH2:35][C:36]([OH:38])=[O:37])[CH2:33][CH2:34]4)[CH2:25][CH2:24]3)=[O:22])=[O:18])[CH2:13][CH2:12]2)[CH2:9][CH2:8][C:7]2[CH:51]=[CH:52][CH:53]=[CH:54][C:6]=2[NH:5]1. (3) Given the reactants Br[CH2:2][CH2:3][C:4]1[C:12]2[C:7](=[CH:8][CH:9]=[CH:10][CH:11]=2)[NH:6][CH:5]=1.[CH3:13][N:14]1[CH2:19][CH2:18][NH:17][CH2:16][CH2:15]1, predict the reaction product. The product is: [CH3:13][N:14]1[CH2:19][CH2:18][N:17]([CH2:2][CH2:3][C:4]2[C:12]3[C:7](=[CH:8][CH:9]=[CH:10][CH:11]=3)[NH:6][CH:5]=2)[CH2:16][CH2:15]1. (4) Given the reactants [CH3:1][C:2]1[N:6]=[C:5]([CH3:7])[S:4][C:3]=1/[CH:8]=[CH:9]/[C:10](N(C)C)=O.[N+]([O-])(O)=O.[CH3:19][N:20]1[CH2:25][CH2:24][N:23]([C:26]2[CH:31]=[CH:30][C:29]([NH:32][C:33]([NH2:35])=[NH:34])=[CH:28][CH:27]=2)[CH2:22][CH2:21]1, predict the reaction product. The product is: [CH3:7][C:5]1[S:4][C:3]([C:8]2[CH:9]=[CH:10][N:35]=[C:33]([NH:32][C:29]3[CH:28]=[CH:27][C:26]([N:23]4[CH2:24][CH2:25][N:20]([CH3:19])[CH2:21][CH2:22]4)=[CH:31][CH:30]=3)[N:34]=2)=[C:2]([CH3:1])[N:6]=1. (5) The product is: [Cl:1][C:2]1[CH:9]=[CH:8][C:7]([F:10])=[C:4]([CH:5]=[C:13]([Br:15])[Br:14])[C:3]=1[CH2:11][CH3:12]. Given the reactants [Cl:1][C:2]1[C:3]([CH2:11][CH3:12])=[C:4]([C:7]([F:10])=[CH:8][CH:9]=1)[CH:5]=O.[C:13](Br)(Br)([Br:15])[Br:14].C1(P(C2C=CC=CC=2)C2C=CC=CC=2)C=CC=CC=1, predict the reaction product. (6) Given the reactants Cl.[NH2:2][C@H:3]([CH2:7][OH:8])[CH2:4][CH2:5][CH3:6].CO[CH:11](O)[C:12]([F:15])([F:14])[F:13].C(N(CC)CC)C.O, predict the reaction product. The product is: [CH2:4]([C@H:3]1[CH2:7][O:8][CH:11]([C:12]([F:15])([F:14])[F:13])[NH:2]1)[CH2:5][CH3:6].